This data is from Forward reaction prediction with 1.9M reactions from USPTO patents (1976-2016). The task is: Predict the product of the given reaction. (1) Given the reactants Cl[C:2]1[C:7]2[C:8]([C:11]([C:13]3[CH:18]=[CH:17][C:16]([O:19][CH3:20])=[CH:15][CH:14]=3)=[O:12])=[CH:9][O:10][C:6]=2[CH:5]=[C:4]([Cl:21])[C:3]=1[OH:22].[N+]([O-])(O)=[O:24].O, predict the reaction product. The product is: [Cl:21][C:4]1[C:3](=[O:22])[C:2](=[O:24])[C:7]2[C:8]([C:11](=[O:12])[C:13]3[CH:18]=[CH:17][C:16]([O:19][CH3:20])=[CH:15][CH:14]=3)=[CH:9][O:10][C:6]=2[CH:5]=1. (2) Given the reactants [CH3:1][O:2][C:3]1[CH:4]=[C:5]2[C:10](=[CH:11][C:12]=1[O:13][CH3:14])[N:9]=[CH:8][CH:7]=[C:6]2[O:15][C:16]1[CH:22]=[CH:21][C:19]([NH2:20])=[C:18]([CH3:23])[C:17]=1[CH3:24].Cl[C:26](Cl)([O:28][C:29](=[O:35])OC(Cl)(Cl)Cl)Cl.[CH2:37]([C:41]1[CH:46]=[CH:45]C(O)=[CH:43][CH:42]=1)[CH2:38][CH2:39][CH3:40].C(=O)(O)[O-].[Na+], predict the reaction product. The product is: [CH3:1][O:2][C:3]1[CH:4]=[C:5]2[C:10](=[CH:11][C:12]=1[O:13][CH3:14])[N:9]=[CH:8][CH:7]=[C:6]2[O:15][C:16]1[CH:22]=[CH:21][C:19]([NH:20][C:29](=[O:35])[O:28][C:26]2[CH:45]=[CH:46][C:41]([CH2:37][CH2:38][CH2:39][CH3:40])=[CH:42][CH:43]=2)=[C:18]([CH3:23])[C:17]=1[CH3:24]. (3) Given the reactants C(O)(C(F)(F)F)=O.C(OC(=O)[N:14]([CH2:21][CH:22]1[C:31]2[C:26](=[C:27]([O:32][C:33]3[CH:38]=[CH:37][C:36]([C:39](=[O:41])[NH2:40])=[CH:35][N:34]=3)[CH:28]=[CH:29][CH:30]=2)[CH2:25][CH2:24][CH2:23]1)[CH2:15][CH2:16][CH2:17][CH:18]([CH3:20])[CH3:19])(C)(C)C, predict the reaction product. The product is: [CH3:19][CH:18]([CH3:20])[CH2:17][CH2:16][CH2:15][NH:14][CH2:21][CH:22]1[CH2:23][CH2:24][CH2:25][C:26]2[C:27]([O:32][C:33]3[CH:38]=[CH:37][C:36]([C:39]([NH2:40])=[O:41])=[CH:35][N:34]=3)=[CH:28][CH:29]=[CH:30][C:31]1=2.